Task: Predict the product of the given reaction.. Dataset: Forward reaction prediction with 1.9M reactions from USPTO patents (1976-2016) (1) The product is: [CH3:25][O:24][C:22]([C:4]1[N:5]([C:16]2[CH:17]=[CH:18][CH:19]=[CH:20][CH:21]=2)[C:6]2[C:11]([C:12](=[O:13])[C:3]=1[CH2:2][NH:1][C:31](=[O:32])[C:30]1[CH:34]=[CH:35][CH:36]=[C:28]([O:27][CH3:26])[CH:29]=1)=[CH:10][CH:9]=[C:8]([O:14][CH3:15])[CH:7]=2)=[O:23]. Given the reactants [NH2:1][CH2:2][C:3]1[C:12](=[O:13])[C:11]2[C:6](=[CH:7][C:8]([O:14][CH3:15])=[CH:9][CH:10]=2)[N:5]([C:16]2[CH:21]=[CH:20][CH:19]=[CH:18][CH:17]=2)[C:4]=1[C:22]([O:24][CH3:25])=[O:23].[CH3:26][O:27][C:28]1[CH:29]=[C:30]([CH:34]=[CH:35][CH:36]=1)[C:31](Cl)=[O:32], predict the reaction product. (2) Given the reactants [NH2:1][C@H:2]([C:8]([OH:10])=[O:9])[CH2:3][CH2:4][CH2:5][CH2:6][NH2:7].[CH3:11][N:12]1[N:18]=[C:17]([OH:19])[C:15](=[O:16])[N:14]=[C:13]1[S:20][CH2:21][C:22]1[CH2:43][S:42][C@@H:25]2[C@H:26]([NH:29][C:30](/[C:32](/[C:36]3[N:40]=[C:39]([NH2:41])[S:38][CH:37]=3)=[N:33]\[O:34][CH3:35])=[O:31])[C:27](=[O:28])[N:24]2[C:23]=1[C:44]([OH:46])=[O:45].N[C@H](C(O)=O)CCCNC(=N)N.Cl.CN1N=C(O)C(=O)N=C1SCC1CS[C@@H]2[C@H](NC(/C(/C3N=C(N)SC=3)=N\OC)=O)C(=O)N2C=1C(O)=O.N[C@H](C(O)=O)CCCNC(=N)N, predict the reaction product. The product is: [CH3:11][N:12]1[N:18]=[C:17]([OH:19])[C:15](=[O:16])[N:14]=[C:13]1[S:20][CH2:21][C:22]1[CH2:43][S:42][C@@H:25]2[C@H:26]([NH:29][C:30](/[C:32](/[C:36]3[N:40]=[C:39]([NH2:41])[S:38][CH:37]=3)=[N:33]\[O:34][CH3:35])=[O:31])[C:27](=[O:28])[N:24]2[C:23]=1[C:44]([OH:46])=[O:45].[NH2:1][C@H:2]([C:8]([OH:10])=[O:9])[CH2:3][CH2:4][CH2:5][CH2:6][NH2:7]. (3) Given the reactants [CH3:1][O:2][C@H:3]([C@@H:6]([C@H:9]([C@H:12]([CH3:14])[OH:13])[O:10][CH3:11])[O:7][CH3:8])[CH:4]=[O:5].O[N:16]1[C:20](=[O:21])[CH2:19][CH2:18][C:17]1=[O:22], predict the reaction product. The product is: [CH3:1][O:2][C@@H:3]1[C@H:6]([O:7][CH3:8])[C@@H:9]([O:10][CH3:11])[C@H:12]([CH3:14])[O:13][C@H:4]1[O:5][N:16]1[C:20](=[O:21])[CH2:19][CH2:18][C:17]1=[O:22]. (4) Given the reactants [Cl:1][C:2]1[CH:3]=[N:4][N:5]([CH2:39][CH3:40])[C:6]=1[C:7]1[CH:8]=[C:9]([C:12]([NH:14][C@@H:15]([CH2:28][C:29]2[CH:34]=[CH:33][CH:32]=[CH:31][C:30]=2[C:35]([F:38])([F:37])[F:36])[CH2:16][N:17]2C(=O)C3C(=CC=CC=3)C2=O)=[O:13])[S:10][CH:11]=1.NN, predict the reaction product. The product is: [NH2:17][CH2:16][C@@H:15]([NH:14][C:12]([C:9]1[S:10][CH:11]=[C:7]([C:6]2[N:5]([CH2:39][CH3:40])[N:4]=[CH:3][C:2]=2[Cl:1])[CH:8]=1)=[O:13])[CH2:28][C:29]1[CH:34]=[CH:33][CH:32]=[CH:31][C:30]=1[C:35]([F:38])([F:37])[F:36]. (5) Given the reactants [C:1]([C:4]1[C:9]([NH:10][C:11]([C:13]2[S:14][CH:15]=[C:16]([CH:18]([CH3:20])[CH3:19])[N:17]=2)=O)=[C:8]([Cl:21])[C:7]([O:22][CH2:23][CH:24]([O:27][CH3:28])[O:25][CH3:26])=[CH:6][CH:5]=1)(=[O:3])[CH3:2].CC([O-])(C)C.[K+].Cl, predict the reaction product. The product is: [Cl:21][C:8]1[C:7]([O:22][CH2:23][CH:24]([O:27][CH3:28])[O:25][CH3:26])=[CH:6][CH:5]=[C:4]2[C:9]=1[N:10]=[C:11]([C:13]1[S:14][CH:15]=[C:16]([CH:18]([CH3:20])[CH3:19])[N:17]=1)[CH:2]=[C:1]2[OH:3].